From a dataset of Reaction yield outcomes from USPTO patents with 853,638 reactions. Predict the reaction yield, written as a fraction of the theoretical maximum amount of product (1.0 means a 100% yield; for example, 0.34 means a 34% yield). (1) The reactants are [C:1]1([C@@H:7]2[CH2:9][C@H:8]2[NH2:10])[CH:6]=[CH:5][CH:4]=[CH:3][CH:2]=1.[C:11]([O-:14])([O-])=[O:12].[K+].[K+]. The catalyst is C1COCC1. The product is [C:1]1([C@@H:7]2[CH2:9][C@H:8]2[NH:10][C:11](=[O:12])[O:14][C:1]([CH3:7])([CH3:6])[CH3:2])[CH:6]=[CH:5][CH:4]=[CH:3][CH:2]=1. The yield is 0.950. (2) The reactants are [Cl:1][C:2]1[C:7]([F:8])=[CH:6][CH:5]=[C:4]([Cl:9])[C:3]=1[C@H:10]([O:12][C:13]1[C:14]([NH2:20])=[N:15][CH:16]=[C:17](Br)[CH:18]=1)[CH3:11].[B:21]1([B:21]2[O:25][C:24]([CH3:27])([CH3:26])[C:23]([CH3:29])([CH3:28])[O:22]2)[O:25][C:24]([CH3:27])([CH3:26])[C:23]([CH3:29])([CH3:28])[O:22]1.C([O-])(=O)C.[K+]. The yield is 0.640. The catalyst is C1C=CC(P(C2C=CC=CC=2)[C-]2C=CC=C2)=CC=1.C1C=CC(P(C2C=CC=CC=2)[C-]2C=CC=C2)=CC=1.Cl[Pd]Cl.[Fe+2].O1CCOCC1. The product is [Cl:1][C:2]1[C:7]([F:8])=[CH:6][CH:5]=[C:4]([Cl:9])[C:3]=1[C@H:10]([O:12][C:13]1[C:14]([NH2:20])=[N:15][CH:16]=[C:17]([B:21]2[O:25][C:24]([CH3:27])([CH3:26])[C:23]([CH3:29])([CH3:28])[O:22]2)[CH:18]=1)[CH3:11]. (3) The reactants are [CH3:1][O:2][C:3]1[CH:8]=[CH:7][CH:6]=[CH:5][C:4]=1[CH:9]([CH2:14][C:15]1[CH:20]=[CH:19][CH:18]=[CH:17][CH:16]=1)[C:10]([O:12]C)=[O:11].[OH-].[Na+].O.Cl. The catalyst is C1COCC1.CO. The product is [CH3:1][O:2][C:3]1[CH:8]=[CH:7][CH:6]=[CH:5][C:4]=1[CH:9]([CH2:14][C:15]1[CH:20]=[CH:19][CH:18]=[CH:17][CH:16]=1)[C:10]([OH:12])=[O:11]. The yield is 0.510. (4) The reactants are N(C(OCC)=O)=NC(OCC)=O.[Cl:13][C:14]1[CH:33]=[CH:32][C:17]([NH:18][C:19]2[C:28]3[C:23](=[CH:24][C:25]([OH:31])=[C:26]([O:29][CH3:30])[CH:27]=3)[N:22]=[CH:21][N:20]=2)=[C:16]([F:34])[CH:15]=1.C1(P(C2C=CC=CC=2)C2C=CC=CC=2)C=CC=CC=1.O[CH2:55][CH2:56][N:57]1[CH2:62][CH2:61][O:60][CH2:59][C:58]1=[O:63]. The catalyst is C(Cl)Cl.C1COCC1. The product is [ClH:13].[Cl:13][C:14]1[CH:33]=[CH:32][C:17]([NH:18][C:19]2[C:28]3[C:23](=[CH:24][C:25]([O:31][CH2:55][CH2:56][N:57]4[CH2:62][CH2:61][O:60][CH2:59][C:58]4=[O:63])=[C:26]([O:29][CH3:30])[CH:27]=3)[N:22]=[CH:21][N:20]=2)=[C:16]([F:34])[CH:15]=1. The yield is 0.390. (5) The reactants are [F:1][C:2]1[C:9]([F:10])=[CH:8][C:5]([CH:6]=O)=[C:4]([OH:11])[CH:3]=1.[N:12]1([C:17]2[S:18][CH2:19][C:20](=[O:22])[N:21]=2)[CH2:16][CH2:15][CH2:14][CH2:13]1. No catalyst specified. The product is [F:1][C:2]1[C:9]([F:10])=[CH:8][C:5](/[CH:6]=[C:19]2/[C:20](=[O:22])[N:21]=[C:17]([N:12]3[CH2:16][CH2:15][CH2:14][CH2:13]3)[S:18]/2)=[C:4]([OH:11])[CH:3]=1. The yield is 0.860. (6) The reactants are [Cl:1][C:2]1[CH:3]=[C:4]2[C:20](=[C:21]([Cl:23])[CH:22]=1)[C:7]1([CH:12]=[CH:11][N:10](C(OC(C)(C)C)=O)[CH2:9][CH2:8]1)[N:6](CC1C=CC(OC)=CC=1)[C:5]2=[O:33]. The catalyst is C(O)(C(F)(F)F)=O.C(S(O)(=O)=O)(F)(F)F. The product is [Cl:1][C:2]1[CH:3]=[C:4]2[C:20](=[C:21]([Cl:23])[CH:22]=1)[C:7]1([CH:8]=[CH:9][NH:10][CH2:11][CH2:12]1)[NH:6][C:5]2=[O:33]. The yield is 0.100.